This data is from Reaction yield outcomes from USPTO patents with 853,638 reactions. The task is: Predict the reaction yield, written as a fraction of the theoretical maximum amount of product (1.0 means a 100% yield; for example, 0.34 means a 34% yield). (1) The reactants are [F:1][C:2]([F:7])([F:6])[C:3]([OH:5])=[O:4].[F:8][C:9]([F:14])([F:13])[C:10]([OH:12])=[O:11].FC(F)(F)C(O)=O.[Cl:22][C:23]1[CH:24]=[N:25][C:26]2[NH:27][C:28]3[CH:29]=[N:30][CH:31]=[C:32]([CH:53]=3)[CH2:33][CH2:34][C:35]3[CH:43]=[C:39]([NH:40][C:41]=1[N:42]=2)[CH:38]=[CH:37][C:36]=3[O:44][CH2:45][CH2:46][CH:47]1[CH2:52][CH2:51][NH:50][CH2:49][CH2:48]1.[CH3:54][C:55]1[O:59][N:58]=[CH:57][C:56]=1[C:60](Cl)=[O:61]. No catalyst specified. The product is [F:1][C:2]([F:7])([F:6])[C:3]([OH:5])=[O:4].[F:8][C:9]([F:14])([F:13])[C:10]([OH:12])=[O:11].[Cl:22][C:23]1[CH:24]=[N:25][C:26]2[NH:27][C:28]3[CH:29]=[N:30][CH:31]=[C:32]([CH:53]=3)[CH2:33][CH2:34][C:35]3[CH:43]=[C:39]([NH:40][C:41]=1[N:42]=2)[CH:38]=[CH:37][C:36]=3[O:44][CH2:45][CH2:46][CH:47]1[CH2:48][CH2:49][N:50]([C:60]([C:56]2[CH:57]=[N:58][O:59][C:55]=2[CH3:54])=[O:61])[CH2:51][CH2:52]1. The yield is 0.400. (2) The yield is 0.900. The reactants are [C:1]([C:3]1[C:4]([O:52]CC2C=CC=CC=2)=[CH:5][C:6]([O:44]CC2C=CC=CC=2)=[C:7]([CH2:9][CH2:10][CH2:11][O:12][CH2:13][CH2:14][CH2:15][O:16][CH2:17][CH2:18][CH2:19][C:20]2[CH:25]=[C:24]([C:26]#[N:27])[C:23]([O:28]CC3C=CC=CC=3)=[CH:22][C:21]=2[O:36]CC2C=CC=CC=2)[CH:8]=1)#[N:2]. The catalyst is [Pd].C(OCC)(=O)C.[Fe]. The product is [C:26]([C:24]1[C:23]([OH:28])=[CH:22][C:21]([OH:36])=[C:20]([CH2:19][CH2:18][CH2:17][O:16][CH2:15][CH2:14][CH2:13][O:12][CH2:11][CH2:10][CH2:9][C:7]2[CH:8]=[C:3]([C:1]#[N:2])[C:4]([OH:52])=[CH:5][C:6]=2[OH:44])[CH:25]=1)#[N:27].